This data is from Full USPTO retrosynthesis dataset with 1.9M reactions from patents (1976-2016). The task is: Predict the reactants needed to synthesize the given product. (1) Given the product [C:23]([NH:11][S:8]([C:6]1[CH:7]=[C:2]([Br:1])[C:3]([O:14][CH3:15])=[C:4]([CH:12]=[O:13])[CH:5]=1)(=[O:10])=[O:9])(=[O:25])[CH3:24], predict the reactants needed to synthesize it. The reactants are: [Br:1][C:2]1[C:3]([O:14][CH3:15])=[C:4]([CH:12]=[O:13])[CH:5]=[C:6]([S:8]([NH2:11])(=[O:10])=[O:9])[CH:7]=1.C(N(CC)CC)C.[C:23](OC(=O)C)(=[O:25])[CH3:24]. (2) Given the product [Cl:54][C:51]1[CH:52]=[CH:53][C:48]([C@@H:33]2[C@@H:34]([CH:37]([NH:39][C:40]3[CH:47]=[CH:46][C:43]([C:44]#[N:45])=[CH:42][N:41]=3)[CH3:38])[CH2:35][CH2:36][NH:31][CH2:32]2)=[CH:49][CH:50]=1, predict the reactants needed to synthesize it. The reactants are: ClC1C=CC(OCC2CCNCC2C2C=CC(Cl)=CC=2)=NC=1.Cl.C([N:31]1[CH2:36][CH2:35][C@H:34]([CH:37]([NH:39][C:40]2[CH:47]=[CH:46][C:43]([C:44]#[N:45])=[CH:42][N:41]=2)[CH3:38])[C@@H:33]([C:48]2[CH:53]=[CH:52][C:51]([Cl:54])=[CH:50][CH:49]=2)[CH2:32]1)C1C=CC=CC=1. (3) Given the product [CH3:30][C:31]1[NH:32][C:33]2[C:38]([C:39]=1[CH3:40])=[CH:37][C:36]([O:41][C:2]1[C:11]3[C:6](=[CH:7][C:8]([O:14][CH2:15][CH2:16][CH2:17][N:18]([CH3:23])[S:19]([CH3:22])(=[O:21])=[O:20])=[C:9]([O:12][CH3:13])[CH:10]=3)[N:5]=[CH:4][N:3]=1)=[CH:35][CH:34]=2, predict the reactants needed to synthesize it. The reactants are: Cl[C:2]1[C:11]2[C:6](=[CH:7][C:8]([O:14][CH2:15][CH2:16][CH2:17][N:18]([CH3:23])[S:19]([CH3:22])(=[O:21])=[O:20])=[C:9]([O:12][CH3:13])[CH:10]=2)[N:5]=[CH:4][N:3]=1.C(=O)([O-])[O-].[K+].[K+].[CH3:30][C:31]1[NH:32][C:33]2[C:38]([C:39]=1[CH3:40])=[CH:37][C:36]([OH:41])=[CH:35][CH:34]=2.